Dataset: Reaction yield outcomes from USPTO patents with 853,638 reactions. Task: Predict the reaction yield, written as a fraction of the theoretical maximum amount of product (1.0 means a 100% yield; for example, 0.34 means a 34% yield). (1) The reactants are O.[CH:2]([C:4]1[CH:9]=[CH:8][CH:7]=[CH:6][C:5]=1[S:10]([O-:13])(=[O:12])=[O:11])=O.[Na+:14].C(=O)([O-])[O-].[K+].[K+].[CH3:21][O:22][C:23]([CH2:25]P(OC)(OC)=O)=[O:24]. The catalyst is O. The product is [CH3:21][O:22][C:23]([CH:25]=[CH:2][C:4]1[CH:9]=[CH:8][CH:7]=[CH:6][C:5]=1[S:10]([O-:13])(=[O:12])=[O:11])=[O:24].[Na+:14]. The yield is 0.520. (2) The reactants are [Na+].[CH2:2]([O:9][C:10]1[CH:11]=[C:12]([CH2:16][CH2:17][CH2:18][CH2:19][CH2:20][CH2:21][CH2:22][S:23]([O-:26])(=O)=[O:24])[CH:13]=[CH:14][CH:15]=1)[C:3]1[CH:8]=[CH:7][CH:6]=[CH:5][CH:4]=1.S(Cl)([Cl:29])=O.CN(C=O)C. The catalyst is C1C=CC=CC=1. The product is [CH2:2]([O:9][C:10]1[CH:11]=[C:12]([CH2:16][CH2:17][CH2:18][CH2:19][CH2:20][CH2:21][CH2:22][S:23]([Cl:29])(=[O:26])=[O:24])[CH:13]=[CH:14][CH:15]=1)[C:3]1[CH:8]=[CH:7][CH:6]=[CH:5][CH:4]=1. The yield is 0.390. (3) The reactants are [F:1][C:2]([F:37])([F:36])[C:3]1[CH:31]=[C:30]([C:32]([F:35])([F:34])[F:33])[CH:29]=[CH:28][C:4]=1[CH2:5][O:6][C:7]1[CH:12]=[CH:11][C:10]([CH:13]=[C:14]2[S:18][C:17]([N:19]3[CH2:24][CH2:23][NH:22][CH2:21][CH2:20]3)=[N:16][C:15]2=[O:25])=[CH:9][C:8]=1[O:26][CH3:27].C(Cl)(Cl)Cl.[CH3:42][S:43](Cl)(=[O:45])=[O:44]. The catalyst is C(Cl)Cl. The product is [F:37][C:2]([F:36])([F:1])[C:3]1[CH:31]=[C:30]([C:32]([F:35])([F:33])[F:34])[CH:29]=[CH:28][C:4]=1[CH2:5][O:6][C:7]1[CH:12]=[CH:11][C:10]([CH:13]=[C:14]2[S:18][C:17]([N:19]3[CH2:20][CH2:21][N:22]([S:43]([CH3:42])(=[O:45])=[O:44])[CH2:23][CH2:24]3)=[N:16][C:15]2=[O:25])=[CH:9][C:8]=1[O:26][CH3:27]. The yield is 0.520. (4) The reactants are [CH3:1][O:2][C:3]1[CH:4]=[C:5]2[C:10](=[CH:11][C:12]=1[O:13][CH3:14])[N:9]=[CH:8][CH:7]=[C:6]2[O:15][C:16]1[CH:22]=[CH:21][C:19]([NH2:20])=[C:18]([CH3:23])[C:17]=1[CH3:24].C(N(CC)CC)C.ClC(Cl)(O[C:36](=[O:42])OC(Cl)(Cl)Cl)Cl.[CH:44]([N:47]([CH:51]([CH3:53])[CH3:52])[CH2:48][CH2:49][NH2:50])([CH3:46])[CH3:45]. The catalyst is C(Cl)(Cl)Cl.O. The product is [CH:44]([N:47]([CH:51]([CH3:53])[CH3:52])[CH2:48][CH2:49][NH:50][C:36]([NH:20][C:19]1[CH:21]=[CH:22][C:16]([O:15][C:6]2[C:5]3[C:10](=[CH:11][C:12]([O:13][CH3:14])=[C:3]([O:2][CH3:1])[CH:4]=3)[N:9]=[CH:8][CH:7]=2)=[C:17]([CH3:24])[C:18]=1[CH3:23])=[O:42])([CH3:46])[CH3:45]. The yield is 0.300. (5) The reactants are [CH3:1][O:2][C:3]1[C:11]([CH3:12])=[C:10]2[C:6]([C:7](=[O:13])[O:8][CH2:9]2)=[C:5]([O:14][CH2:15][CH2:16][Si:17]([CH3:20])([CH3:19])[CH3:18])[C:4]=1[CH2:21][CH:22]=[C:23]([CH3:26])[CH:24]=O.C(O)(=O)C(O)=O.[CH2:33]([O:35][P:36]([CH2:41][CH2:42][NH2:43])(=[O:40])[O:37][CH2:38][CH3:39])[CH3:34].C(O[BH-](OC(=O)C)OC(=O)C)(=O)C.[Na+].C(O)(=O)C. The catalyst is CN(C=O)C. The product is [CH2:38]([O:37][P:36]([CH2:41][CH2:42][NH:43][CH2:24][C:23]([CH3:26])=[CH:22][CH2:21][C:4]1[C:5]([O:14][CH2:15][CH2:16][Si:17]([CH3:20])([CH3:18])[CH3:19])=[C:6]2[C:10](=[C:11]([CH3:12])[C:3]=1[O:2][CH3:1])[CH2:9][O:8][C:7]2=[O:13])(=[O:40])[O:35][CH2:33][CH3:34])[CH3:39]. The yield is 0.960. (6) The reactants are Cl[C:2]1[C:11]2[C:6](=[CH:7][CH:8]=[CH:9][CH:10]=2)[N:5]=[N:4][CH:3]=1.[Cl:12][C:13]1[CH:14]=[C:15]([CH:17]=[CH:18][CH:19]=1)[NH2:16]. The catalyst is C(O)(C)C.Cl. The product is [Cl:12][C:13]1[CH:14]=[C:15]([NH:16][C:2]2[C:11]3[C:6](=[CH:7][CH:8]=[CH:9][CH:10]=3)[N:5]=[N:4][CH:3]=2)[CH:17]=[CH:18][CH:19]=1. The yield is 0.170.